This data is from Full USPTO retrosynthesis dataset with 1.9M reactions from patents (1976-2016). The task is: Predict the reactants needed to synthesize the given product. (1) Given the product [CH3:1][O:2][C:3]1[CH:4]=[CH:5][C:6]([C:9]2[S:13][C:12]([C:14]([NH:63][C:64]3([C:70]([O:72][CH3:73])=[O:71])[CH2:69][CH2:68][CH2:67][CH2:66][CH2:65]3)=[O:15])=[C:11]([NH:17][C:18]([NH:20][C:21]3[C:22]([CH3:29])=[CH:23][C:24]([CH3:28])=[CH:25][C:26]=3[CH3:27])=[O:19])[CH:10]=2)=[CH:7][CH:8]=1, predict the reactants needed to synthesize it. The reactants are: [CH3:1][O:2][C:3]1[CH:8]=[CH:7][C:6]([C:9]2[S:13][C:12]([C:14](O)=[O:15])=[C:11]([NH:17][C:18]([NH:20][C:21]3[C:26]([CH3:27])=[CH:25][C:24]([CH3:28])=[CH:23][C:22]=3[CH3:29])=[O:19])[CH:10]=2)=[CH:5][CH:4]=1.CN(C(ON1N=NC2C=CC=NC1=2)=[N+](C)C)C.F[P-](F)(F)(F)(F)F.CCN(C(C)C)C(C)C.[NH2:63][C:64]1([C:70]([O:72][CH3:73])=[O:71])[CH2:69][CH2:68][CH2:67][CH2:66][CH2:65]1. (2) Given the product [F:1][C:2]([F:21])([F:20])[C:3]1[CH:8]=[CH:7][C:6]([C:9]2([CH2:14][C:22]#[N:23])[CH2:13][CH2:12][CH2:11][CH2:10]2)=[CH:5][CH:4]=1, predict the reactants needed to synthesize it. The reactants are: [F:1][C:2]([F:21])([F:20])[C:3]1[CH:8]=[CH:7][C:6]([C:9]2([CH2:14]OS(C)(=O)=O)[CH2:13][CH2:12][CH2:11][CH2:10]2)=[CH:5][CH:4]=1.[C-:22]#[N:23].[Na+]. (3) Given the product [C:1]([O:5][C:6]([N:8]1[C@H:17]([C:18](=[O:40])[NH:19][C@H:20]([C:36]([O:38][CH3:39])=[O:37])[CH2:21][C:22]2[CH:23]=[CH:24][C:25]([C:28]3[CH:33]=[CH:32][N:31]=[C:30]([CH3:34])[C:29]=3[CH3:35])=[CH:26][CH:27]=2)[CH2:16][C:15]2[CH:14]=[C:13]3[O:41][CH2:42][C@H:43]([C:45]4[CH:50]=[CH:49][C:48]([C:62]5[CH:63]=[CH:64][CH:65]=[C:60]([Cl:59])[CH:61]=5)=[CH:47][CH:46]=4)[O:44][C:12]3=[CH:11][C:10]=2[CH2:9]1)=[O:7])([CH3:4])([CH3:2])[CH3:3], predict the reactants needed to synthesize it. The reactants are: [C:1]([O:5][C:6]([N:8]1[C@H:17]([C:18](=[O:40])[NH:19][C@H:20]([C:36]([O:38][CH3:39])=[O:37])[CH2:21][C:22]2[CH:27]=[CH:26][C:25]([C:28]3[CH:33]=[CH:32][N:31]=[C:30]([CH3:34])[C:29]=3[CH3:35])=[CH:24][CH:23]=2)[CH2:16][C:15]2[CH:14]=[C:13]3[O:41][CH2:42][C@H:43]([C:45]4[CH:50]=[CH:49][C:48](OS(C(F)(F)F)(=O)=O)=[CH:47][CH:46]=4)[O:44][C:12]3=[CH:11][C:10]=2[CH2:9]1)=[O:7])([CH3:4])([CH3:3])[CH3:2].[Cl:59][C:60]1[CH:61]=[C:62](B(O)O)[CH:63]=[CH:64][CH:65]=1.C([O-])([O-])=O.[Na+].[Na+]. (4) Given the product [OH:15][CH2:14][C@H:11]1[CH2:12][CH2:13][C@@H:9]([NH:8][C:6](=[O:7])[O:5][C:1]([CH3:3])([CH3:2])[CH3:4])[CH2:10]1, predict the reactants needed to synthesize it. The reactants are: [C:1]([O:5][C:6]([NH:8][C@@H:9]1[CH2:13][CH2:12][C@H:11]([C:14](O)=[O:15])[CH2:10]1)=[O:7])([CH3:4])([CH3:3])[CH3:2].CCN(CC)CC.ClC(OCC(C)C)=O.[BH4-].[Na+].Cl. (5) Given the product [CH2:1]([C@H:3]1[C@@H:7]([C:8]2[N:12]3[C:13]4[CH:19]=[CH:18][NH:17][C:14]=4[N:15]=[CH:16][C:11]3=[N:10][N:9]=2)[CH2:6][C@H:5]([C:20]([NH:35][CH2:34][C:33]([F:37])([F:36])[F:32])=[O:21])[CH2:4]1)[CH3:2], predict the reactants needed to synthesize it. The reactants are: [CH2:1]([C@H:3]1[C@@H:7]([C:8]2[N:12]3[C:13]4[CH:19]=[CH:18][NH:17][C:14]=4[N:15]=[CH:16][C:11]3=[N:10][N:9]=2)[CH2:6][C@H:5]([C:20](O)=[O:21])[CH2:4]1)[CH3:2].CCN(C(C)C)C(C)C.[F:32][C:33]([F:37])([F:36])[CH2:34][NH2:35].CN(C(ON1N=NC2C=CC=NC1=2)=[N+](C)C)C.F[P-](F)(F)(F)(F)F. (6) Given the product [Si:16]([O:11][CH2:10][C:2]1[NH:1][C:5]2=[N:6][CH:7]=[CH:8][CH:9]=[C:4]2[CH:3]=1)([C:13]([CH3:15])([CH3:14])[CH3:12])([CH3:18])[CH3:17], predict the reactants needed to synthesize it. The reactants are: [NH:1]1[C:5]2=[N:6][CH:7]=[CH:8][CH:9]=[C:4]2[CH:3]=[C:2]1[CH2:10][OH:11].[CH3:12][C:13]([Si:16](Cl)([CH3:18])[CH3:17])([CH3:15])[CH3:14].N1C=CN=C1. (7) Given the product [CH:1]1([O:6][CH2:7][C:8]2[C:12]([CH2:13][O:14][C:15]3[CH:16]=[CH:17][C:18]([C:21]4[CH:22]=[C:23]5[C:28](=[CH:29][CH:30]=4)[N:27]=[C:26]([C:31]([OH:33])=[O:32])[CH:25]=[CH:24]5)=[CH:19][CH:20]=3)=[C:11]([CH:35]([CH3:37])[CH3:36])[O:10][N:9]=2)[CH2:5][CH2:4][CH2:3][CH2:2]1, predict the reactants needed to synthesize it. The reactants are: [CH:1]1([O:6][CH2:7][C:8]2[C:12]([CH2:13][O:14][C:15]3[CH:20]=[CH:19][C:18]([C:21]4[CH:22]=[C:23]5[C:28](=[CH:29][CH:30]=4)[N:27]=[C:26]([C:31]([O:33]C)=[O:32])[CH:25]=[CH:24]5)=[CH:17][CH:16]=3)=[C:11]([CH:35]([CH3:37])[CH3:36])[O:10][N:9]=2)[CH2:5][CH2:4][CH2:3][CH2:2]1.CO.[OH-].[Na+]. (8) Given the product [C:1]([N:8]1[CH2:16][C@H:15]([OH:17])[C@@H:14]([CH3:18])[C@H:9]1[C:10]([OH:12])=[O:11])([O:3][C:4]([CH3:7])([CH3:6])[CH3:5])=[O:2], predict the reactants needed to synthesize it. The reactants are: [C:1]([N:8]1[CH2:16][C@H:15]([OH:17])[C@@H:14]([CH3:18])[C@H:9]1[C:10]([O:12]C)=[O:11])([O:3][C:4]([CH3:7])([CH3:6])[CH3:5])=[O:2].[OH-].[Li+].